Dataset: Full USPTO retrosynthesis dataset with 1.9M reactions from patents (1976-2016). Task: Predict the reactants needed to synthesize the given product. The reactants are: [CH2:1]([O:3][C:4]([CH:6]1[CH2:11][CH2:10][N:9]([CH2:12][CH2:13][O:14][C:15]2[CH:20]=[CH:19][C:18]([OH:21])=[CH:17][CH:16]=2)[CH2:8][CH2:7]1)=[O:5])[CH3:2].C([O-])([O-])=O.[Cs+].[Cs+].Cl[C:29]1[S:30][C:31]2[CH:37]=[CH:36][CH:35]=[CH:34][C:32]=2[N:33]=1. Given the product [CH2:1]([O:3][C:4]([CH:6]1[CH2:11][CH2:10][N:9]([CH2:12][CH2:13][O:14][C:15]2[CH:16]=[CH:17][C:18]([O:21][C:29]3[S:30][C:31]4[CH:37]=[CH:36][CH:35]=[CH:34][C:32]=4[N:33]=3)=[CH:19][CH:20]=2)[CH2:8][CH2:7]1)=[O:5])[CH3:2], predict the reactants needed to synthesize it.